Dataset: CYP2D6 inhibition data for predicting drug metabolism from PubChem BioAssay. Task: Regression/Classification. Given a drug SMILES string, predict its absorption, distribution, metabolism, or excretion properties. Task type varies by dataset: regression for continuous measurements (e.g., permeability, clearance, half-life) or binary classification for categorical outcomes (e.g., BBB penetration, CYP inhibition). Dataset: cyp2d6_veith. (1) The molecule is COc1ccc(C(=O)N2CCC3(CCN(C(=O)Nc4cccc(F)c4)CC3)CC2)cc1. The result is 0 (non-inhibitor). (2) The molecule is CCCCn1c(O)c(C(CC)=NCc2ccc(F)cc2)c(=O)[nH]c1=O. The result is 0 (non-inhibitor). (3) The result is 1 (inhibitor). The drug is CCCN1C[C@H](CSC)C[C@H]2c3cccc4[nH]cc(c34)C[C@@H]21.CS(=O)(=O)O. (4) The molecule is CC(Sc1ccc2c(c1)OCCO2)C(=O)Nc1ncc(Cl)cc1Cl. The result is 1 (inhibitor). (5) The compound is Cc1cc(NC(=S)NC(=O)CC(C)C)ccc1Br. The result is 0 (non-inhibitor). (6) The compound is CCCNS(=O)(=O)c1ccc(OCC(=O)OC)cc1. The result is 0 (non-inhibitor). (7) The drug is Cc1cc(C)n(-c2nc3c(c(=O)[nH]c(=O)n3C)n2C(C)C)n1. The result is 0 (non-inhibitor). (8) The compound is CCC(Sc1ccc2nnc(-c3ccc(F)cc3)n2n1)C(=O)O. The result is 0 (non-inhibitor). (9) The molecule is C1CNCCOCCNCCN1. The result is 0 (non-inhibitor). (10) The compound is O=C(COc1ccc([N+](=O)[O-])cc1)Nc1ccc(C(=O)NCc2cccnc2)cc1. The result is 1 (inhibitor).